Predict the reaction yield, written as a fraction of the theoretical maximum amount of product (1.0 means a 100% yield; for example, 0.34 means a 34% yield). From a dataset of Reaction yield outcomes from USPTO patents with 853,638 reactions. (1) The reactants are Br[C:2]1[NH:3][C:4]([C:8]([O:10][CH2:11][CH3:12])=[O:9])=[C:5]([Br:7])[N:6]=1.[O-]S([O-])=O.[Na+].[Na+]. The catalyst is O. The product is [Br:7][C:5]1[N:6]=[CH:2][NH:3][C:4]=1[C:8]([O:10][CH2:11][CH3:12])=[O:9]. The yield is 0.600. (2) The reactants are [Cl:1][C:2]1[C:3]([NH:18][C:19]2[CH:27]=[CH:26][C:25]([F:28])=[CH:24][C:20]=2[C:21]([OH:23])=O)=[CH:4][C:5]([NH:8][C:9]2[N:13]([CH:14]([CH3:16])[CH3:15])[N:12]=[C:11]([CH3:17])[CH:10]=2)=[N:6][CH:7]=1.C1C=CC2[N:37]([OH:38])N=NC=2C=1.[CH2:39](Cl)CCl.CCN(C(C)C)C(C)C. The catalyst is CN(C)C=O.C(O)(=O)C.O. The product is [Cl:1][C:2]1[C:3]([NH:18][C:19]2[CH:27]=[CH:26][C:25]([F:28])=[CH:24][C:20]=2[C:21]([NH:37][O:38][CH3:39])=[O:23])=[CH:4][C:5]([NH:8][C:9]2[N:13]([CH:14]([CH3:15])[CH3:16])[N:12]=[C:11]([CH3:17])[CH:10]=2)=[N:6][CH:7]=1. The yield is 0.487.